Dataset: TCR-epitope binding with 47,182 pairs between 192 epitopes and 23,139 TCRs. Task: Binary Classification. Given a T-cell receptor sequence (or CDR3 region) and an epitope sequence, predict whether binding occurs between them. (1) The epitope is FADDLNQLTGY. The TCR CDR3 sequence is CASRQLALGETQYF. Result: 0 (the TCR does not bind to the epitope). (2) The epitope is GTSGSPIIDK. The TCR CDR3 sequence is CASSANLAGVVGETQYF. Result: 0 (the TCR does not bind to the epitope). (3) The epitope is MLNIPSINV. The TCR CDR3 sequence is CASSFLAGGSYNEQFF. Result: 0 (the TCR does not bind to the epitope). (4) The epitope is TPGPGVRYPL. Result: 0 (the TCR does not bind to the epitope). The TCR CDR3 sequence is CASSLVGGLGSYEQFF. (5) The epitope is DATYQRTRALVR. The TCR CDR3 sequence is CASSAGTGGKDTEAFF. Result: 0 (the TCR does not bind to the epitope). (6) Result: 1 (the TCR binds to the epitope). The epitope is DATYQRTRALVR. The TCR CDR3 sequence is CATSDLGLAGDTQYF. (7) The epitope is QARQMVQAMRTIGTHP. The TCR CDR3 sequence is CASSSGSGGASNEQFF. Result: 1 (the TCR binds to the epitope). (8) Result: 1 (the TCR binds to the epitope). The epitope is IQYIDIGNY. The TCR CDR3 sequence is CASSYSGGPYEQYF.